From a dataset of Forward reaction prediction with 1.9M reactions from USPTO patents (1976-2016). Predict the product of the given reaction. (1) The product is: [F:1][C:2]1[CH:3]=[C:4]([CH:5]=[CH:6][C:7]=1[S:8]([CH3:11])(=[O:10])=[O:9])[NH2:12]. Given the reactants [F:1][C:2]1[CH:3]=[C:4]([N+:12]([O-])=O)[CH:5]=[CH:6][C:7]=1[S:8]([CH3:11])(=[O:10])=[O:9], predict the reaction product. (2) Given the reactants [C:1]([NH:4][C:5]1[CH:10]=[C:9]([C:11]2[S:12][C:13]([C:17]([O:19][CH2:20][CH3:21])=[O:18])=[C:14](Br)[N:15]=2)[CH:8]=[CH:7][N:6]=1)(=[O:3])[CH3:2].[Br-].[CH:23]1[C:32]2[C:27](=[CH:28][CH:29]=[CH:30][CH:31]=2)[CH:26]=[CH:25][C:24]=1[CH2:33][Zn+].C1COCC1, predict the reaction product. The product is: [C:1]([NH:4][C:5]1[CH:10]=[C:9]([C:11]2[S:12][C:13]([C:17]([O:19][CH2:20][CH3:21])=[O:18])=[C:14]([CH2:33][C:24]3[CH:25]=[CH:26][C:27]4[C:32](=[CH:31][CH:30]=[CH:29][CH:28]=4)[CH:23]=3)[N:15]=2)[CH:8]=[CH:7][N:6]=1)(=[O:3])[CH3:2]. (3) Given the reactants Cl.[F:2][C:3]1([F:13])[CH2:7][NH:6][C@H:5]([CH2:8][CH2:9][C:10]([OH:12])=[O:11])[CH2:4]1.[Br:14][C:15]1[CH:20]=[C:19]([F:21])[CH:18]=[CH:17][C:16]=1[CH:22]1[C:27]([C:28]([O:30][CH2:31][CH3:32])=[O:29])=[C:26]([CH2:33]Br)[NH:25][C:24]([C:35]2[N:36]([CH3:40])[CH:37]=[CH:38][N:39]=2)=[N:23]1.C([O-])([O-])=O.[K+].[K+].C(O)C, predict the reaction product. The product is: [Br:14][C:15]1[CH:20]=[C:19]([F:21])[CH:18]=[CH:17][C:16]=1[CH:22]1[N:23]=[C:24]([C:35]2[N:36]([CH3:40])[CH:37]=[CH:38][N:39]=2)[NH:25][C:26]([CH2:33][N:6]2[CH2:7][C:3]([F:2])([F:13])[CH2:4][C@H:5]2[CH2:8][CH2:9][C:10]([OH:12])=[O:11])=[C:27]1[C:28]([O:30][CH2:31][CH3:32])=[O:29]. (4) Given the reactants [CH:1]([C:4]1[CH:9]=[CH:8][C:7]([C:10]2[NH:14][C:13]([C:15]3[CH:16]=[C:17]([CH:22]=[CH:23][CH:24]=3)[C:18]([O:20]C)=[O:19])=[N:12][CH:11]=2)=[CH:6][CH:5]=1)([CH3:3])[CH3:2].O[Li].O.C(O)(=O)C, predict the reaction product. The product is: [CH:1]([C:4]1[CH:5]=[CH:6][C:7]([C:10]2[NH:14][C:13]([C:15]3[CH:16]=[C:17]([CH:22]=[CH:23][CH:24]=3)[C:18]([OH:20])=[O:19])=[N:12][CH:11]=2)=[CH:8][CH:9]=1)([CH3:3])[CH3:2]. (5) Given the reactants [CH3:1][C:2]1[CH:7]=[CH:6][C:5]([S:8]([O:11][CH2:12][CH:13]2[CH2:17][C:16]3[CH:18]=[CH:19][CH:20]=[C:21](Br)[C:15]=3[O:14]2)(=[O:10])=[O:9])=[CH:4][CH:3]=1.[CH3:23][C:24]1[C:29]([CH3:30])=[CH:28][CH:27]=[CH:26][C:25]=1B(O)O.C(=O)([O-])[O-].[K+].[K+].CC1C=CC(S(OCC2CC3C(C4C=CC=CC=4)=CC=CC=3O2)(=O)=O)=CC=1, predict the reaction product. The product is: [CH3:1][C:2]1[CH:7]=[CH:6][C:5]([S:8]([O:11][CH2:12][CH:13]2[CH2:17][C:16]3[CH:18]=[CH:19][CH:20]=[C:21]([C:25]4[CH:26]=[CH:27][CH:28]=[C:29]([CH3:30])[C:24]=4[CH3:23])[C:15]=3[O:14]2)(=[O:10])=[O:9])=[CH:4][CH:3]=1. (6) Given the reactants [CH:1]1([C:4]2[C:15]3[O:14][C:11]4([CH2:13][CH2:12]4)[CH2:10][C:9]([CH3:17])([CH3:16])[C:8]=3[CH:7]=[C:6]([C:18]#[CH:19])[CH:5]=2)[CH2:3][CH2:2]1.[CH3:20][O:21][C:22](=[O:31])[C:23]1[CH:28]=[CH:27][C:26](I)=[CH:25][C:24]=1[F:30].C(N(CC)CC)C.O1CCCC1, predict the reaction product. The product is: [CH3:20][O:21][C:22](=[O:31])[C:23]1[CH:28]=[CH:27][C:26]([C:19]#[C:18][C:6]2[CH:5]=[C:4]([CH:1]3[CH2:3][CH2:2]3)[C:15]3[O:14][C:11]4([CH2:13][CH2:12]4)[CH2:10][C:9]([CH3:16])([CH3:17])[C:8]=3[CH:7]=2)=[CH:25][C:24]=1[F:30].